This data is from Forward reaction prediction with 1.9M reactions from USPTO patents (1976-2016). The task is: Predict the product of the given reaction. Given the reactants [Br:1][C:2]1[CH:3]=[C:4]2[C:12](=[CH:13][CH:14]=1)[NH:11][C:10]1[CH:9]([NH:15][CH:16]3[CH2:24][C:23]4[C:18](=[CH:19][CH:20]=[CH:21][CH:22]=4)[CH2:17]3)[CH2:8][CH2:7][CH2:6][C:5]2=1.[ClH:25], predict the reaction product. The product is: [ClH:25].[Br:1][C:2]1[CH:3]=[C:4]2[C:12](=[CH:13][CH:14]=1)[NH:11][C:10]1[C@@H:9]([NH:15][CH:16]3[CH2:24][C:23]4[C:18](=[CH:19][CH:20]=[CH:21][CH:22]=4)[CH2:17]3)[CH2:8][CH2:7][CH2:6][C:5]2=1.